Dataset: Experimentally validated miRNA-target interactions with 360,000+ pairs, plus equal number of negative samples. Task: Binary Classification. Given a miRNA mature sequence and a target amino acid sequence, predict their likelihood of interaction. (1) The miRNA is hsa-miR-6507-5p with sequence GAAGAAUAGGAGGGACUUUGU. The protein sequence of the target gene is MSSLQMSEMSKTYQYRKVMKPMLERKRRARINKCLDELKDLMVATLESEGEHVTRLEKADILELTVTHLQKMKQQRQHKRASGDESLTPAEGFRSGYIHAVNEVSRSLSQLPGMNVSLGTQLMTHLGQRLNQIQPAEKEVLPVTAPLSVHIANRDAYSVPISPISSYAGSPNSNTSSTSHSLLTTIDVTKMEDDSEDEENVWRPW. Result: 0 (no interaction). (2) The miRNA is hsa-miR-548o-5p with sequence AAAAGUAAUUGCGGUUUUUGCC. The protein sequence of the target gene is MRSLSLAWLLGGITLLAASVSCSRTENLAPGRNNSKGRSLIGRLETQPPITGKGVPVEPGFSIDEFSASILTGKLTTVFLPVVYIIVFVIGLPSNGMALWIFLFRTKKKHPAVIYMANLALADLLSVIWFPLKISYHLHGNNWVYGEALCKVLIGFFYGNMYCSILFMTCLSVQRYWVIVNPMGHPRKKANIAVGVSLAIWLLIFLVTIPLYVMKQTIYIPALNITTCHDVLPEEVLVGDMFNYFLSLAIGVFLFPALLTASAYVLMIKTLRSSAMDEHSEKKRQRAIRLIITVLAMYFI.... Result: 0 (no interaction). (3) The miRNA is hsa-miR-4801 with sequence UACACAAGAAAACCAAGGCUCA. The protein sequence of the target gene is MIGDILLFGTLLMNAGAVLNFKLKKKDTQGFGEESKEPSTGDNIREFLLSLRYFRIFIALWNVFMMLCMIVLFGS. Result: 0 (no interaction).